This data is from Full USPTO retrosynthesis dataset with 1.9M reactions from patents (1976-2016). The task is: Predict the reactants needed to synthesize the given product. (1) The reactants are: C(OC([N:8]1[CH2:13][CH2:12][N:11]([S:14]([C:17]2[CH:22]=[CH:21][C:20]([F:23])=[CH:19][CH:18]=2)(=[O:16])=[O:15])[CH2:10][CH2:9]1)=O)(C)(C)C.[ClH:24]. Given the product [ClH:24].[F:23][C:20]1[CH:19]=[CH:18][C:17]([S:14]([N:11]2[CH2:12][CH2:13][NH:8][CH2:9][CH2:10]2)(=[O:16])=[O:15])=[CH:22][CH:21]=1, predict the reactants needed to synthesize it. (2) The reactants are: [H-].[Na+].[CH3:3][C:4]1[CH:9]=[C:8]([CH3:10])[CH:7]=[C:6]([CH3:11])[C:5]=1[OH:12].Cl[C:14]1[CH:19]=[CH:18][N:17]=[C:16]([NH:20][C:21]2[CH:28]=[CH:27][C:24]([C:25]#[N:26])=[CH:23][CH:22]=2)[N:15]=1.O. Given the product [CH3:3][C:4]1[CH:9]=[C:8]([CH3:10])[CH:7]=[C:6]([CH3:11])[C:5]=1[O:12][C:18]1[CH:19]=[CH:14][N:15]=[C:16]([NH:20][C:21]2[CH:28]=[CH:27][C:24]([C:25]#[N:26])=[CH:23][CH:22]=2)[N:17]=1, predict the reactants needed to synthesize it. (3) Given the product [N:17]([C:18]1[CH:19]=[C:7]([CH:6]=[C:5]([N:4]=[C:1]=[S:3])[CH:13]=1)[C:8]([OH:10])=[O:9])=[C:20]=[S:25], predict the reactants needed to synthesize it. The reactants are: [C:1](=[S:3])=S.[NH2:4][C:5]1[CH:6]=[C:7](C=C(N)[CH:13]=1)[C:8]([OH:10])=[O:9].C([N:17]([CH2:20]C)[CH2:18][CH3:19])C.II.Cl.[S:25]([O-])([O-])=O.[Na+].[Na+].C(=O)([O-])O.[Na+]. (4) The reactants are: Br[C:2]1[C:3]([CH:15]=[O:16])=[C:4]([N:8]2[CH:12]=[C:11]([C:13]#[N:14])[CH:10]=[N:9]2)[CH:5]=[CH:6][CH:7]=1.[C:17]([C:21]1[CH:22]=[C:23]2[C:28](=[C:29]([F:31])[CH:30]=1)[C:27](=[O:32])[NH:26][N:25]=[CH:24]2)([CH3:20])([CH3:19])[CH3:18].C(=O)(O)[O-:34].[Na+].[NH4+].[Cl-]. Given the product [C:17]([C:21]1[CH:22]=[C:23]2[C:28](=[C:29]([F:31])[CH:30]=1)[C:27](=[O:32])[N:26]([C:2]1[C:3]([CH2:15][OH:16])=[C:4]([N:8]3[CH:12]=[C:11]([C:13]([NH2:14])=[O:34])[CH:10]=[N:9]3)[CH:5]=[CH:6][CH:7]=1)[N:25]=[CH:24]2)([CH3:20])([CH3:18])[CH3:19], predict the reactants needed to synthesize it. (5) Given the product [NH2:26][C:23]1[CH:24]=[CH:25][C:2]([Cl:1])=[C:3]([CH:22]=1)[CH2:4][N:5]1[C@@H:10]([CH3:11])[CH2:9][N:8]2[C:12]([C:15]3[CH:20]=[N:19][CH:18]=[CH:17][N:16]=3)=[N:13][N:14]=[C:7]2[C:6]1=[O:21], predict the reactants needed to synthesize it. The reactants are: [Cl:1][C:2]1[CH:25]=[CH:24][C:23]([N+:26]([O-])=O)=[CH:22][C:3]=1[CH2:4][N:5]1[C@@H:10]([CH3:11])[CH2:9][N:8]2[C:12]([C:15]3[CH:20]=[N:19][CH:18]=[CH:17][N:16]=3)=[N:13][N:14]=[C:7]2[C:6]1=[O:21].[Cl-].[NH4+]. (6) Given the product [N+:18]([C:14]1[CH:13]=[C:12]([C:9](=[O:8])[C@H:10]([OH:42])[CH3:11])[CH:17]=[CH:16][CH:15]=1)([O-:20])=[O:19], predict the reactants needed to synthesize it. The reactants are: C([Si]([O:8]/[C:9](/[C:12]1[CH:17]=[CH:16][CH:15]=[C:14]([N+:18]([O-:20])=[O:19])[CH:13]=1)=[CH:10]\[CH3:11])(C)C)(C)(C)C.CC[C@@H]1[C@@H]2C[C@H]([C@@H](OC3C4C(=CC=CC=4)C(O[C@@H](C4C=CN=C5C=4C=C(OC)C=C5)[C@@H]4N5C[C@H](CC)[C@@H](CC5)C4)=NN=3)C3C=CN=C4C=3C=C([O:42]C)C=C4)N(CC2)C1.CS(N)(=O)=O.